This data is from Peptide-MHC class II binding affinity with 134,281 pairs from IEDB. The task is: Regression. Given a peptide amino acid sequence and an MHC pseudo amino acid sequence, predict their binding affinity value. This is MHC class II binding data. (1) The peptide sequence is PNITATYGDKWLDAK. The MHC is DRB1_0802 with pseudo-sequence DRB1_0802. The binding affinity (normalized) is 0. (2) The peptide sequence is AAATAGTTVYGARAA. The MHC is HLA-DPA10103-DPB10401 with pseudo-sequence HLA-DPA10103-DPB10401. The binding affinity (normalized) is 0. (3) The peptide sequence is SSVFNVVNSSIGLIM. The MHC is DRB1_0301 with pseudo-sequence DRB1_0301. The binding affinity (normalized) is 0. (4) The peptide sequence is LDSQLNRLKSLTDDLQR. The MHC is DRB1_1101 with pseudo-sequence DRB1_1101. The binding affinity (normalized) is 0.298. (5) The peptide sequence is WLSWQVAKAGLKTND. The MHC is DRB1_1301 with pseudo-sequence DRB1_1301. The binding affinity (normalized) is 0.661. (6) The peptide sequence is AFATAGTTVYGAFAA. The MHC is HLA-DQA10102-DQB10602 with pseudo-sequence HLA-DQA10102-DQB10602. The binding affinity (normalized) is 0.832.